From a dataset of Full USPTO retrosynthesis dataset with 1.9M reactions from patents (1976-2016). Predict the reactants needed to synthesize the given product. (1) Given the product [Br:44][C:45]1[CH:46]=[CH:47][C:48]([N:51]2[CH:55]=[C:54]([CH2:56][NH:57][C:7]([C:5]3[S:6][C:2]([Cl:1])=[CH:3][CH:4]=3)=[O:9])[N:53]=[CH:52]2)=[N:49][CH:50]=1, predict the reactants needed to synthesize it. The reactants are: [Cl:1][C:2]1[S:6][C:5]([C:7]([OH:9])=O)=[CH:4][CH:3]=1.C(N(CC)CC)C.F[P-](F)(F)(F)(F)F.N1(O[P+](N(C)C)(N(C)C)N(C)C)C2C=CC=CC=2N=N1.[Br:44][C:45]1[CH:46]=[CH:47][C:48]([N:51]2[CH:55]=[C:54]([CH2:56][NH2:57])[N:53]=[CH:52]2)=[N:49][CH:50]=1. (2) Given the product [C:1]([O:5][C:6]([N:8]([CH2:21][CH:22]1[CH2:27][CH2:26][N:25]([C:28]([O:30][C:31]2[CH:32]=[C:33]([CH:34]=[CH:35][CH:36]=2)[C:37]([OH:39])=[O:38])=[O:29])[CH2:24][CH:23]1[C:41]1[CH:46]=[CH:45][CH:44]=[C:43]([F:47])[CH:42]=1)[C@@H:9]([C:11]1[C:20]2[C:15](=[CH:16][CH:17]=[CH:18][CH:19]=2)[CH:14]=[CH:13][CH:12]=1)[CH3:10])=[O:7])([CH3:2])([CH3:3])[CH3:4], predict the reactants needed to synthesize it. The reactants are: [C:1]([O:5][C:6]([N:8]([CH2:21][CH:22]1[CH2:27][CH2:26][N:25]([C:28]([O:30][C:31]2[CH:36]=[CH:35][CH:34]=[C:33]([C:37]([O:39]C)=[O:38])[CH:32]=2)=[O:29])[CH2:24][CH:23]1[C:41]1[CH:46]=[CH:45][CH:44]=[C:43]([F:47])[CH:42]=1)[C@@H:9]([C:11]1[C:20]2[C:15](=[CH:16][CH:17]=[CH:18][CH:19]=2)[CH:14]=[CH:13][CH:12]=1)[CH3:10])=[O:7])([CH3:4])([CH3:3])[CH3:2].[OH-].[Na+].C(OCC)(=O)C.O. (3) Given the product [CH3:28][O:27][C:25](=[O:26])[NH:17][C:12]1[CH:13]=[CH:14][C:15]([Cl:16])=[C:10]([C:2]2[O:1][C:5]3[CH:6]=[CH:7][CH:8]=[CH:9][C:4]=3[N:3]=2)[CH:11]=1, predict the reactants needed to synthesize it. The reactants are: [O:1]1[C:5]2[CH:6]=[CH:7][CH:8]=[CH:9][C:4]=2[N:3]=[C:2]1[C:10]1[CH:11]=[C:12]([NH2:17])[CH:13]=[CH:14][C:15]=1[Cl:16].N1C=CC=CC=1.Cl[C:25]([O:27][CH3:28])=[O:26]. (4) Given the product [C:13]([C:14]1[CH:23]=[CH:22][C:21]2[O:20][C:19]3([CH2:27][CH2:28]3)[CH2:18][C:17]([CH3:29])([CH3:30])[C:16]=2[CH:15]=1)#[CH:12], predict the reactants needed to synthesize it. The reactants are: C(OC(=O)CC1C=CC([C:12]#[C:13][C:14]2[CH:15]=[C:16]3[C:21](=[C:22](C4CC4)[CH:23]=2)[O:20][C:19]([CH3:28])([CH3:27])[CH2:18][C:17]3([CH3:30])[CH3:29])=CC=1F)C.C(=O)([O-])[O-].[K+].[K+]. (5) Given the product [CH3:1][C:2]1[C:11]([Cl:25])=[C:10]([C:13]2[C:22]3[C:17](=[CH:18][CH:19]=[CH:20][CH:21]=3)[CH:16]=[CH:15][C:14]=2[Cl:26])[C:9]2[C:4](=[CH:5][CH:6]=[CH:7][CH:8]=2)[CH:3]=1, predict the reactants needed to synthesize it. The reactants are: [CH3:1][C:2]1[C:11](Br)=[C:10]([C:13]2[C:22]3[C:17](=[CH:18][CH:19]=[CH:20][CH:21]=3)[CH:16]=[CH:15][C:14]=2Br)[C:9]2[C:4](=[CH:5][CH:6]=[CH:7][CH:8]=2)[CH:3]=1.[Li+].[Cl-:25].[ClH:26].